Dataset: Forward reaction prediction with 1.9M reactions from USPTO patents (1976-2016). Task: Predict the product of the given reaction. (1) Given the reactants Br[C:2]1[C:10]2[C:9]([Cl:11])=[N:8][CH:7]=[N:6][C:5]=2[NH:4][CH:3]=1.C([Li])CCC.CCCCCC.Cl[C:24]([O:26][CH2:27][CH3:28])=[O:25].[Cl-].[NH4+], predict the reaction product. The product is: [CH2:27]([O:26][C:24]([C:2]1[C:10]2[C:9]([Cl:11])=[N:8][CH:7]=[N:6][C:5]=2[NH:4][CH:3]=1)=[O:25])[CH3:28]. (2) The product is: [F:1][CH:2]([F:16])[C:3]1[N:19]2[N:20]=[CH:21][C:22]([C:23]3[CH:28]=[CH:27][N:26]=[CH:25][CH:24]=3)=[C:18]2[N:17]=[C:5]([C:7]2[CH:12]=[CH:11][C:10]([O:13][CH3:14])=[CH:9][CH:8]=2)[CH:4]=1. Given the reactants [F:1][CH:2]([F:16])[C:3](=O)[CH2:4][C:5]([C:7]1[CH:12]=[CH:11][C:10]([O:13][CH3:14])=[CH:9][CH:8]=1)=O.[NH2:17][C:18]1[C:22]([C:23]2[CH:28]=[CH:27][N:26]=[CH:25][CH:24]=2)=[CH:21][NH:20][N:19]=1, predict the reaction product.